From a dataset of Full USPTO retrosynthesis dataset with 1.9M reactions from patents (1976-2016). Predict the reactants needed to synthesize the given product. (1) The reactants are: [CH2:1]([N:6]1[C:14]2[N:13]=[C:12]([Cl:15])[N:11]([CH2:16][CH:17]=[CH2:18])[C:10]=2[C:9](=[O:19])[NH:8][C:7]1=[O:20])[CH2:2][CH2:3][CH2:4][CH3:5].[NH:21]1[CH:25]=[C:24]([CH2:26][CH2:27][CH2:28]O)[CH:23]=[N:22]1.N(C(OCC1C=CC=CC=1)=O)=NC(OCC1C=CC=CC=1)=O.C1(P(C2C=CC=CC=2)C2C=CC=CC=2)C=CC=CC=1. Given the product [Cl:15][C:12]1[N:11]([CH2:16][CH:17]=[CH2:18])[C:10]2[C:9](=[O:19])[N:8]([CH2:28][CH2:27][CH2:26][C:24]3[CH:25]=[N:21][NH:22][CH:23]=3)[C:7](=[O:20])[N:6]([CH2:1][CH2:2][CH2:3][CH2:4][CH3:5])[C:14]=2[N:13]=1, predict the reactants needed to synthesize it. (2) Given the product [CH2:1]([O:3][CH2:4][C:5]1[N:6]([CH2:22][CH:23]([CH3:25])[CH3:24])[C:7]2[CH:12]=[C:11]([CH3:13])[N:10]=[C:9]([NH2:30])[C:8]=2[N:21]=1)[CH3:2], predict the reactants needed to synthesize it. The reactants are: [CH2:1]([O:3][CH2:4][C:5]1[N:6]([CH2:22][CH:23]([CH3:25])[CH3:24])[C:7]2[CH:12]=[C:11]([CH3:13])[N:10]=[C:9](OC3C=CC=CC=3)[C:8]=2[N:21]=1)[CH3:2].C([O-])(=O)C.[NH4+:30].C(OCC)C. (3) Given the product [CH3:39][N:40]1[CH:44]=[C:43]([S:45]([N:27]2[CH2:28][CH2:29][CH:24]([C:15]3[C:14]4[C:18](=[C:19]([C:21]([NH2:23])=[O:22])[CH:20]=[C:12]([C:8]5[CH:9]=[CH:10][CH:11]=[C:6]([NH:5][S:2]([CH3:1])(=[O:4])=[O:3])[CH:7]=5)[CH:13]=4)[NH:17][N:16]=3)[CH2:25][CH2:26]2)(=[O:47])=[O:46])[N:42]=[C:41]1[CH3:49], predict the reactants needed to synthesize it. The reactants are: [CH3:1][S:2]([NH:5][C:6]1[CH:7]=[C:8]([C:12]2[CH:13]=[C:14]3[C:18](=[C:19]([C:21]([NH2:23])=[O:22])[CH:20]=2)[NH:17][N:16]=[C:15]3[CH:24]2[CH2:29][CH2:28][NH:27][CH2:26][CH2:25]2)[CH:9]=[CH:10][CH:11]=1)(=[O:4])=[O:3].C(N(C(C)C)CC)(C)C.[CH3:39][N:40]1[CH:44]=[C:43]([S:45](Cl)(=[O:47])=[O:46])[N:42]=[C:41]1[CH3:49]. (4) Given the product [Cl:11][C:12]1[CH:17]=[C:16]([C:5]2[CH:6]=[CH:7][C:2]([OH:1])=[CH:3][CH:4]=2)[CH:15]=[CH:14][CH:13]=1, predict the reactants needed to synthesize it. The reactants are: [OH:1][C:2]1[CH:7]=[CH:6][C:5](B(O)O)=[CH:4][CH:3]=1.[Cl:11][C:12]1[CH:13]=[C:14](I)[CH:15]=[CH:16][CH:17]=1.C(=O)([O-])[O-].[Cs+].[Cs+]. (5) Given the product [CH3:34][O:35][C:4]1[CH:5]=[CH:6][C:7]([N+:31]([O-:33])=[O:32])=[C:8]([CH:30]=1)[C:9]([NH:11][C:12]1[CH:17]=[CH:16][C:15]([CH2:18][CH2:19][C:20]2[CH:29]=[CH:28][C:23]([C:24]([O:26][CH3:27])=[O:25])=[CH:22][CH:21]=2)=[CH:14][CH:13]=1)=[O:10], predict the reactants needed to synthesize it. The reactants are: [H-].[Na+].F[C:4]1[CH:5]=[CH:6][C:7]([N+:31]([O-:33])=[O:32])=[C:8]([CH:30]=1)[C:9]([NH:11][C:12]1[CH:17]=[CH:16][C:15]([CH2:18][CH2:19][C:20]2[CH:29]=[CH:28][C:23]([C:24]([O:26][CH3:27])=[O:25])=[CH:22][CH:21]=2)=[CH:14][CH:13]=1)=[O:10].[CH3:34][OH:35]. (6) Given the product [C:19]([O:20][C:11]([NH:1][CH:2]1[CH2:7][CH2:6][CH:5]([C:8]([OH:10])=[O:9])[CH2:4][CH2:3]1)=[O:13])([CH3:18])([CH3:21])[CH3:24], predict the reactants needed to synthesize it. The reactants are: [NH2:1][CH:2]1[CH2:7][CH2:6][CH:5]([C:8]([OH:10])=[O:9])[CH2:4][CH2:3]1.[C:11](OCC)(=[O:13])C.C(O)(=O)[CH2:18][C:19]([CH2:24]C(O)=O)([C:21](O)=O)[OH:20]. (7) Given the product [CH2:5]([O:14][C:6]1[C:7]2[S:8][CH:9]=[CH:10][C:11]=2[C:12]([O:13][CH2:34][CH2:33][CH2:32][CH2:31][CH2:30][CH2:29][CH2:28][CH3:27])=[C:2]2[S:1][CH:5]=[CH:4][C:3]=12)[CH2:4][CH2:3][CH2:2][CH2:12][CH2:11][CH2:7][CH3:6], predict the reactants needed to synthesize it. The reactants are: [S:1]1[CH:5]=[CH:4][C:3]2[C:6](=[O:14])[C:7]3[S:8][CH:9]=[CH:10][C:11]=3[C:12](=[O:13])[C:2]1=2.[OH-].[Na+].C1(C)C=CC(S(O[CH2:27][CH2:28][CH2:29][CH2:30][CH2:31][CH2:32][CH2:33][CH3:34])(=O)=O)=CC=1.